The task is: Predict the product of the given reaction.. This data is from Forward reaction prediction with 1.9M reactions from USPTO patents (1976-2016). (1) The product is: [F:1][C:2]1[CH:11]=[C:10]2[C:5](=[N:4][C:3]=1[O:13][CH2:14][CH2:15][CH2:16][CH2:17][N:22]1[CH2:23][CH2:24][N:19]([C:25]3[CH:34]=[CH:33][CH:32]=[C:31]4[C:26]=3[CH:27]=[CH:28][N:29]=[CH:30]4)[CH2:20][CH2:21]1)[NH:6][C:7](=[O:12])[CH2:8][CH2:9]2. Given the reactants [F:1][C:2]1[C:3]([O:13][CH2:14][CH2:15][CH2:16][CH:17]=O)=[N:4][C:5]2[NH:6][C:7](=[O:12])[CH2:8][CH2:9][C:10]=2[CH:11]=1.[N:19]1([C:25]2[CH:34]=[CH:33][CH:32]=[C:31]3[C:26]=2[CH:27]=[CH:28][N:29]=[CH:30]3)[CH2:24][CH2:23][NH:22][CH2:21][CH2:20]1, predict the reaction product. (2) Given the reactants C1(C([O:9]C(C2C=CC=CC=2)=[Se])=[Se])C=CC=CC=1.[Cl:18][C:19]1[CH:20]=[C:21]2[C:26](=[CH:27][CH:28]=1)[C:25]([OH:29])=[CH:24][CH:23]=[CH:22]2, predict the reaction product. The product is: [Cl:18][C:19]1[CH:20]=[C:21]2[C:26](=[CH:27][CH:28]=1)[C:25](=[O:29])[C:24](=[O:9])[CH:23]=[CH:22]2. (3) Given the reactants [F:1][C:2]1[CH:3]=[C:4]([CH:8]=[C:9]([OH:11])[CH:10]=1)[C:5](O)=[O:6].[Cl-].C[NH3+].[CH2:15]([N:17](CC)CC)C.C1(N=C=NC2CCCCC2)CCCCC1, predict the reaction product. The product is: [F:1][C:2]1[CH:3]=[C:4]([CH:8]=[C:9]([OH:11])[CH:10]=1)[C:5]([NH:17][CH3:15])=[O:6]. (4) Given the reactants [CH3:1][O:2][C:3]1[CH:12]=[C:11]2[C:6]([C:7](=[O:24])[C:8]([C:13]3[CH:18]=[CH:17][C:16]([O:19][CH2:20][CH:21]4[CH2:23][O:22]4)=[CH:15][CH:14]=3)=[CH:9][O:10]2)=[CH:5][CH:4]=1.[NH:25]1[CH2:30][CH2:29][O:28][CH2:27][CH2:26]1, predict the reaction product. The product is: [OH:22][CH:21]([CH2:23][N:25]1[CH2:30][CH2:29][O:28][CH2:27][CH2:26]1)[CH2:20][O:19][C:16]1[CH:17]=[CH:18][C:13]([C:8]2[C:7](=[O:24])[C:6]3[C:11](=[CH:12][C:3]([O:2][CH3:1])=[CH:4][CH:5]=3)[O:10][CH:9]=2)=[CH:14][CH:15]=1. (5) Given the reactants [C@@H:1]1([N:10]2[CH:17]=[CH:16][C:14](=[O:15])[NH:13][C:11]2=[O:12])[S:7][C@H:6]([CH2:8][OH:9])[C@@H:4]([OH:5])[C@H:2]1[OH:3].[CH3:18][O:19][C:20]1[CH:41]=[CH:40][C:23]([C:24](Cl)([C:33]2[CH:38]=[CH:37][CH:36]=[CH:35][CH:34]=2)[C:25]2[CH:30]=[CH:29][C:28]([O:31][CH3:32])=[CH:27][CH:26]=2)=[CH:22][CH:21]=1, predict the reaction product. The product is: [CH3:32][O:31][C:28]1[CH:27]=[CH:26][C:25]([C:24]([CH:8]([OH:9])[C@H:6]2[S:7][C@@H:1]([N:10]3[CH:17]=[CH:16][C:14](=[O:15])[NH:13][C:11]3=[O:12])[C@H:2]([OH:3])[C@@H:4]2[OH:5])([C:33]2[CH:34]=[CH:35][CH:36]=[CH:37][CH:38]=2)[C:23]2[CH:40]=[CH:41][C:20]([O:19][CH3:18])=[CH:21][CH:22]=2)=[CH:30][CH:29]=1. (6) Given the reactants [C:1]([O-:4])(=[O:3])[CH3:2].[Ca+2:5].[C:6]([O-:9])(=[O:8])[CH3:7].[OH:10][C@H:11]([CH2:17][C:18](=[O:20])[O-:19])[CH2:12][N+:13]([CH3:16])([CH3:15])[CH3:14], predict the reaction product. The product is: [C:1]([O-:4])(=[O:3])[CH3:2].[Ca+2:5].[OH:10][C@H:11]([CH2:17][C:18](=[O:19])[O-:20])[CH2:12][N+:13]([CH3:16])([CH3:14])[CH3:15].[C:6]([O-:9])(=[O:8])[CH3:7].